From a dataset of Peptide-MHC class II binding affinity with 134,281 pairs from IEDB. Regression. Given a peptide amino acid sequence and an MHC pseudo amino acid sequence, predict their binding affinity value. This is MHC class II binding data. (1) The peptide sequence is ILVLILAHPSKRSQK. The MHC is DRB1_0901 with pseudo-sequence DRB1_0901. The binding affinity (normalized) is 0.752. (2) The peptide sequence is NFTVGRIIELFTAKG. The MHC is DRB3_0101 with pseudo-sequence DRB3_0101. The binding affinity (normalized) is 0.229. (3) The peptide sequence is RQANFLGKIWPSHKGR. The MHC is DRB1_0701 with pseudo-sequence DRB1_0701. The binding affinity (normalized) is 0.179. (4) The peptide sequence is ASDVETAEGGEIHELLRLQ. The MHC is HLA-DQA10101-DQB10501 with pseudo-sequence HLA-DQA10101-DQB10501. The binding affinity (normalized) is 0.290. (5) The MHC is DRB1_1101 with pseudo-sequence DRB1_1101. The binding affinity (normalized) is 0.728. The peptide sequence is KIERWFVRNPFFAVT. (6) The peptide sequence is GNTPIFKSGRGCGSC. The MHC is DRB1_0701 with pseudo-sequence DRB1_0701. The binding affinity (normalized) is 0.0570.